Dataset: Full USPTO retrosynthesis dataset with 1.9M reactions from patents (1976-2016). Task: Predict the reactants needed to synthesize the given product. (1) Given the product [F:8][C:7]1[C:2](=[NH:1])[N:3]([CH3:21])[C:4](=[O:20])[N:5]([S:9]([C:12]2[CH:13]=[CH:14][C:15]([O:18][CH3:19])=[CH:16][CH:17]=2)(=[O:10])=[O:11])[CH:6]=1, predict the reactants needed to synthesize it. The reactants are: [NH2:1][C:2]1[C:7]([F:8])=[CH:6][N:5]([S:9]([C:12]2[CH:17]=[CH:16][C:15]([O:18][CH3:19])=[CH:14][CH:13]=2)(=[O:11])=[O:10])[C:4](=[O:20])[N:3]=1.[C:21](=O)([O-])[O-].[K+].[K+].CN(C)C=O.IC. (2) Given the product [F:32][C:2]([F:31])([F:1])[CH2:3][CH2:4][S:5]([O:8][C:9]1[CH:14]=[CH:13][C:12]([C:15]2[N:19]([C:20]3[CH:25]=[CH:24][CH:23]=[CH:22][C:21]=3[Cl:26])[N:18]=[C:17]([C:27](=[O:28])[NH:39][CH:33]3[CH2:38][CH2:37][CH2:36][CH2:35][CH2:34]3)[C:16]=2[CH3:30])=[CH:11][CH:10]=1)(=[O:6])=[O:7], predict the reactants needed to synthesize it. The reactants are: [F:1][C:2]([F:32])([F:31])[CH2:3][CH2:4][S:5]([O:8][C:9]1[CH:14]=[CH:13][C:12]([C:15]2[N:19]([C:20]3[CH:25]=[CH:24][CH:23]=[CH:22][C:21]=3[Cl:26])[N:18]=[C:17]([C:27](Cl)=[O:28])[C:16]=2[CH3:30])=[CH:11][CH:10]=1)(=[O:7])=[O:6].[CH:33]1([NH2:39])[CH2:38][CH2:37][CH2:36][CH2:35][CH2:34]1. (3) Given the product [Br:1][C:2]1[CH:7]=[CH:6][C:5]([C:8]([NH:19][C:17](=[O:12])[CH3:18])([CH3:10])[CH3:9])=[CH:4][CH:3]=1, predict the reactants needed to synthesize it. The reactants are: [Br:1][C:2]1[CH:7]=[CH:6][C:5]([C:8](O)([CH3:10])[CH3:9])=[CH:4][CH:3]=1.[OH:12]S(O)(=O)=O.[C:17](#[N:19])[CH3:18]. (4) Given the product [C:33]([C:28]1[CH:29]=[C:30]2[C:25](=[C:26]([F:37])[CH:27]=1)[C:24](=[O:38])[N:23]([C:22]1[CH:21]=[CH:20][CH:19]=[C:18]([C:39]3[CH:44]=[C:43]([NH:1][C:2]4[CH:3]=[CH:4][C:5]([S:8][CH2:9][CH2:10][OH:11])=[CH:6][N:7]=4)[C:42](=[O:46])[N:41]([CH3:47])[N:40]=3)[C:17]=1[CH2:16][OH:15])[N:32]=[CH:31]2)([CH3:36])([CH3:34])[CH3:35], predict the reactants needed to synthesize it. The reactants are: [NH2:1][C:2]1[N:7]=[CH:6][C:5]([S:8][CH2:9][CH2:10][OH:11])=[CH:4][CH:3]=1.C([O:15][CH2:16][C:17]1[C:22]([N:23]2[N:32]=[CH:31][C:30]3[C:25](=[C:26]([F:37])[CH:27]=[C:28]([C:33]([CH3:36])([CH3:35])[CH3:34])[CH:29]=3)[C:24]2=[O:38])=[CH:21][CH:20]=[CH:19][C:18]=1[C:39]1[CH:44]=[C:43](Br)[C:42](=[O:46])[N:41]([CH3:47])[N:40]=1)(=O)C.CC1(C)C2C(=C(P(C3C=CC=CC=3)C3C=CC=CC=3)C=CC=2)OC2C(P(C3C=CC=CC=3)C3C=CC=CC=3)=CC=CC1=2.C([O-])([O-])=O.[Cs+].[Cs+].